From a dataset of Catalyst prediction with 721,799 reactions and 888 catalyst types from USPTO. Predict which catalyst facilitates the given reaction. (1) Reactant: [I:1]NC(=O)CCC(N)=O.[Cl:10][C:11]1[CH:16]=[CH:15][C:14]([OH:17])=[CH:13][C:12]=1[F:18].S(=O)(=O)(O)O. Product: [Cl:10][C:11]1[C:12]([F:18])=[CH:13][C:14]([OH:17])=[C:15]([I:1])[CH:16]=1. The catalyst class is: 15. (2) Reactant: [Mg].Cl[CH2:3][Si:4]([CH3:7])([CH3:6])[CH3:5].[C:8]1(=[O:13])[CH2:12][CH2:11][CH2:10][CH2:9]1.[Cl-].[NH4+]. Product: [CH3:5][Si:4]([CH2:3][C:8]1([OH:13])[CH2:12][CH2:11][CH2:10][CH2:9]1)([CH3:7])[CH3:6]. The catalyst class is: 1. (3) The catalyst class is: 6. Product: [NH2:1][C:2]1[O:27][C:26]([C:25]2[CH:30]=[CH:31][CH:32]=[CH:33][C:24]=2[C:15]2[N:16]=[C:17]3[CH:22]=[CH:21][C:20]([F:23])=[CH:19][N:18]3[C:14]=2[NH:13][C:7]2[C:8]([CH3:12])=[CH:9][CH:10]=[CH:11][C:6]=2[CH3:5])=[N:28][N:29]=1. Reactant: [N:1]#[C:2]Br.Cl.[CH3:5][C:6]1[CH:11]=[CH:10][CH:9]=[C:8]([CH3:12])[C:7]=1[NH:13][C:14]1[N:18]2[CH:19]=[C:20]([F:23])[CH:21]=[CH:22][C:17]2=[N:16][C:15]=1[C:24]1[CH:33]=[CH:32][CH:31]=[CH:30][C:25]=1[C:26]([NH:28][NH2:29])=[O:27].C(=O)([O-])O.[Na+]. (4) Reactant: [N:1]1([C:7]2[CH:12]=[CH:11][C:10]([NH:13][C:14]([C:16]3[CH2:21][CH2:20][CH2:19][CH2:18][C:17]=3[C:22]3[CH:27]=[CH:26][C:25]([C:28]([F:31])([F:30])[F:29])=[CH:24][CH:23]=3)=[O:15])=[CH:9][CH:8]=2)[CH2:6][CH2:5][NH:4][CH2:3][CH2:2]1.Cl.[N:33]1[CH:38]=[CH:37][CH:36]=[CH:35][C:34]=1[CH2:39][C:40](O)=[O:41].ON1C2C=CC=CC=2N=N1.Cl.CN(C)CCCN=C=NCC. Product: [N:33]1[CH:38]=[CH:37][CH:36]=[CH:35][C:34]=1[CH2:39][C:40]([N:4]1[CH2:5][CH2:6][N:1]([C:7]2[CH:8]=[CH:9][C:10]([NH:13][C:14]([C:16]3[CH2:21][CH2:20][CH2:19][CH2:18][C:17]=3[C:22]3[CH:23]=[CH:24][C:25]([C:28]([F:29])([F:31])[F:30])=[CH:26][CH:27]=3)=[O:15])=[CH:11][CH:12]=2)[CH2:2][CH2:3]1)=[O:41]. The catalyst class is: 289. (5) Reactant: [CH3:1][C:2]1[C:7]([NH2:8])=[CH:6][CH:5]=[C:4]([N:9]2[CH2:13][CH2:12][C@@H:11]([N:14]3[CH2:18][CH2:17][CH2:16][C@@H:15]3[CH3:19])[CH2:10]2)[N:3]=1.N1C=CC=CC=1.[CH:26]1([S:29](Cl)(=[O:31])=[O:30])[CH2:28][CH2:27]1.C(O)C(N)(CO)CO. Product: [CH3:1][C:2]1[C:7]([NH:8][S:29]([CH:26]2[CH2:28][CH2:27]2)(=[O:31])=[O:30])=[CH:6][CH:5]=[C:4]([N:9]2[CH2:13][CH2:12][C@@H:11]([N:14]3[CH2:18][CH2:17][CH2:16][C@@H:15]3[CH3:19])[CH2:10]2)[N:3]=1. The catalyst class is: 26.